Predict the reaction yield, written as a fraction of the theoretical maximum amount of product (1.0 means a 100% yield; for example, 0.34 means a 34% yield). From a dataset of Reaction yield outcomes from USPTO patents with 853,638 reactions. (1) The reactants are [O:1]=[C:2]1[NH:7][C:6]2[CH:8]=[C:9]([C:12]([C:14]3[CH:22]=[CH:21][CH:20]=[CH:19][C:15]=3[C:16](O)=[O:17])=[O:13])[CH:10]=[CH:11][C:5]=2[O:4][CH2:3]1.CN1CCOCC1.C1CN([P+](O[N:47]2N=[N:54][C:49]3[CH:50]=[CH:51][CH:52]=[CH:53][C:48]2=3)(N2CCCC2)N2CCCC2)CC1.F[P-](F)(F)(F)(F)F.C1(N)C=CC=CC=1N. The catalyst is CN(C=O)C. The product is [NH2:54][C:49]1[CH:50]=[CH:51][CH:52]=[CH:53][C:48]=1[N:47]1[C:16](=[O:17])[C:15]2[C:14](=[CH:22][CH:21]=[CH:20][CH:19]=2)[C:12]1([C:9]1[CH:10]=[CH:11][C:5]2[O:4][CH2:3][C:2](=[O:1])[NH:7][C:6]=2[CH:8]=1)[OH:13]. The yield is 0.0300. (2) The reactants are C([O:5][C:6](=[O:50])[CH2:7][N:8](C(OC(C)(C)C)=O)[C:9]1[CH:14]=[CH:13][CH:12]=[C:11]([CH:15]([CH2:26][C:27]2[CH:32]=[CH:31][C:30]([N:33]([CH2:39][CH2:40][CH2:41][CH3:42])[CH2:34][C:35]([F:38])([F:37])[F:36])=[CH:29][CH:28]=2)[NH:16][S:17]([C:20]2[CH:25]=[CH:24][CH:23]=[CH:22][N:21]=2)(=[O:19])=[O:18])[N:10]=1)(C)(C)C.FC(F)(F)C(O)=O. The catalyst is C(Cl)Cl. The product is [CH2:39]([N:33]([CH2:34][C:35]([F:38])([F:37])[F:36])[C:30]1[CH:31]=[CH:32][C:27]([CH2:26][CH:15]([NH:16][S:17]([C:20]2[CH:25]=[CH:24][CH:23]=[CH:22][N:21]=2)(=[O:19])=[O:18])[C:11]2[N:10]=[C:9]([NH:8][CH2:7][C:6]([OH:50])=[O:5])[CH:14]=[CH:13][CH:12]=2)=[CH:28][CH:29]=1)[CH2:40][CH2:41][CH3:42]. The yield is 0.740. (3) The reactants are [CH3:1][C:2]1[C:16](=[O:17])[N:15]=[C:14]2[N:4]([C@@H:5]3[O:9][C@H:8]([CH2:10][OH:11])[C@@H:7]([OH:12])[C@@H:6]3[O:13]2)[CH:3]=1.[CH3:18][O:19][CH2:20][CH2:21][O:22]B([O:22][CH2:21][CH2:20][O:19][CH3:18])[O:22][CH2:21][CH2:20][O:19][CH3:18]. The catalyst is COCCO. The product is [CH3:18][O:19][CH2:20][CH2:21][O:22][C@@H:6]1[C@H:7]([OH:12])[C@@H:8]([CH2:10][OH:11])[O:9][C@H:5]1[N:4]1[CH:3]=[C:2]([CH3:1])[C:16](=[O:17])[NH:15][C:14]1=[O:13]. The yield is 0.630. (4) The yield is 0.650. No catalyst specified. The product is [NH2:1][C:2]1[N:11]=[CH:10][C:9]2[C:8]([NH:18][C:17]3[CH:19]=[CH:20][CH:21]=[C:15]([F:14])[CH:16]=3)=[N:7][CH:6]=[N:5][C:4]=2[CH:3]=1. The reactants are [NH2:1][C:2]1[N:11]=[CH:10][C:9]2[C:8](SC)=[N:7][CH:6]=[N:5][C:4]=2[CH:3]=1.[F:14][C:15]1[CH:16]=[C:17]([CH:19]=[CH:20][CH:21]=1)[NH2:18]. (5) The reactants are [CH3:1][O:2][C:3]1[CH:4]=[C:5]([CH2:9][C:10]([OH:12])=O)[CH:6]=[CH:7][CH:8]=1.C(Cl)(=O)C(Cl)=O.[NH2:19][C:20]1[C:25]([C:26]#[N:27])=[C:24]([O:28][CH2:29][CH3:30])[N:23]=[C:22]([NH2:31])[CH:21]=1. The catalyst is C(Cl)Cl.N1C=CC=CC=1.O. The product is [NH2:19][C:20]1[C:25]([C:26]#[N:27])=[C:24]([O:28][CH2:29][CH3:30])[N:23]=[C:22]([NH:31][C:10](=[O:12])[CH2:9][C:5]2[CH:6]=[CH:7][CH:8]=[C:3]([O:2][CH3:1])[CH:4]=2)[CH:21]=1. The yield is 0.160. (6) The reactants are [C:1]([Br:5])(Br)(Br)Br.C1(P(C2C=CC=CC=2)C2C=CC=CC=2)C=CC=CC=1.[Cl:25][C:26]1[CH:27]=[C:28]2[C:34]([CH2:35]CO)=[C:33]([Si:38]([CH2:43][CH3:44])([CH2:41][CH3:42])[CH2:39][CH3:40])[NH:32][C:29]2=[N:30][CH:31]=1. The catalyst is C1COCC1. The product is [Br:5][CH2:1][CH2:35][C:34]1[C:28]2[C:29](=[N:30][CH:31]=[C:26]([Cl:25])[CH:27]=2)[NH:32][C:33]=1[Si:38]([CH2:39][CH3:40])([CH2:43][CH3:44])[CH2:41][CH3:42]. The yield is 0.450. (7) The reactants are [OH:1][C:2]1[CH:7]=[CH:6][C:5]([C:8]2[O:9][C:10]3[C:15]([C:16](=[O:18])[CH:17]=2)=[CH:14][CH:13]=[CH:12][CH:11]=3)=[CH:4][CH:3]=1.[C:19](Cl)(=[O:26])[C:20]1[CH:25]=[CH:24][CH:23]=[N:22][CH:21]=1. The catalyst is N1C=CC=CC=1. The product is [C:19]([O:1][C:2]1[CH:7]=[CH:6][C:5]([C:8]2[O:9][C:10]3[C:15]([C:16](=[O:18])[CH:17]=2)=[CH:14][CH:13]=[CH:12][CH:11]=3)=[CH:4][CH:3]=1)(=[O:26])[C:20]1[CH:25]=[CH:24][CH:23]=[N:22][CH:21]=1. The yield is 0.690.